Dataset: Peptide-MHC class I binding affinity with 185,985 pairs from IEDB/IMGT. Task: Regression. Given a peptide amino acid sequence and an MHC pseudo amino acid sequence, predict their binding affinity value. This is MHC class I binding data. (1) The peptide sequence is SPKIDRGWV. The MHC is HLA-B51:01 with pseudo-sequence HLA-B51:01. The binding affinity (normalized) is 0.0847. (2) The peptide sequence is AHGWSTFYL. The MHC is HLA-B58:01 with pseudo-sequence HLA-B58:01. The binding affinity (normalized) is 0.0847. (3) The peptide sequence is CARRRLRTL. The MHC is HLA-B40:01 with pseudo-sequence HLA-B40:01. The binding affinity (normalized) is 0.0847. (4) The peptide sequence is SDRLHHDPL. The MHC is HLA-B35:01 with pseudo-sequence HLA-B35:01. The binding affinity (normalized) is 0.0847. (5) The peptide sequence is HAPWTQMAM. The MHC is HLA-B18:01 with pseudo-sequence HLA-B18:01. The binding affinity (normalized) is 0.125. (6) The peptide sequence is ELHNGFTGY. The MHC is HLA-A03:01 with pseudo-sequence HLA-A03:01. The binding affinity (normalized) is 0.0847.